The task is: Predict the reactants needed to synthesize the given product.. This data is from Full USPTO retrosynthesis dataset with 1.9M reactions from patents (1976-2016). (1) The reactants are: [CH3:1][O:2][N:3]([CH3:18])[C:4]1[N:9]=[C:8]([NH:10][CH2:11][CH2:12][CH3:13])[N:7]=[C:6]([NH:14][CH2:15][C:16]#[CH:17])[N:5]=1.[C:19]([OH:26])(=[O:25])/[CH:20]=[CH:21]/[C:22]([OH:24])=[O:23]. Given the product [C:19]([OH:26])(=[O:25])/[CH:20]=[CH:21]/[C:22]([OH:24])=[O:23].[CH3:1][O:2][N:3]([CH3:18])[C:4]1[N:5]=[C:6]([NH:14][CH2:15][CH2:16][CH3:17])[N:7]=[C:8]([NH:10][CH2:11][C:12]#[CH:13])[N:9]=1, predict the reactants needed to synthesize it. (2) The reactants are: [OH:1][C:2]1[C:6]([CH3:8])([CH3:7])[O:5][C:4](=[O:9])[CH:3]=1.C(N(CC)CC)C.[O:17](S(C(F)(F)F)(=O)=O)[S:18]([C:21]([F:24])([F:23])[F:22])(=O)=[O:19]. Given the product [F:22][C:21]([F:24])([F:23])[S:18]([O:1][C:2]1[C:6]([CH3:8])([CH3:7])[O:5][C:4](=[O:9])[CH:3]=1)(=[O:19])=[O:17], predict the reactants needed to synthesize it. (3) Given the product [CH:1]1([S:4]([C:7]2[CH:8]=[CH:9][C:10]([CH:13]([C:14]3[NH:48][C:17]([C:19]4[N:20]=[CH:21][C:22]([CH:25]([OH:29])[CH2:26][O:27][CH3:28])=[CH:23][CH:24]=4)=[CH:16][CH:15]=3)[CH2:37][CH:38]3[CH2:43][CH2:42][O:41][CH2:40][CH2:39]3)=[CH:11][CH:12]=2)(=[O:5])=[O:6])[CH2:3][CH2:2]1, predict the reactants needed to synthesize it. The reactants are: [CH:1]1([S:4]([C:7]2[CH:12]=[CH:11][C:10]([CH:13]([CH2:37][CH:38]3[CH2:43][CH2:42][O:41][CH2:40][CH2:39]3)[C:14](=O)[CH2:15][CH2:16][C:17]([C:19]3[CH:24]=[CH:23][C:22]([CH:25]([O:29]C4CCCCO4)[CH2:26][O:27][CH3:28])=[CH:21][N:20]=3)=O)=[CH:9][CH:8]=2)(=[O:6])=[O:5])[CH2:3][CH2:2]1.C([O-])(=O)C.[NH4+:48].[OH-].[Na+]. (4) The reactants are: [CH3:1][O:2][C:3]1[CH:4]=[C:5]2[C:10](=[CH:11][C:12]=1B1OC(C)(C)C(C)(C)O1)[C:9]([C:22]#[N:23])=[N:8][CH:7]=[CH:6]2.Cl[C:25]1[N:30]=[N:29][C:28]([N:31]([CH3:42])[CH:32]2[CH2:37][C:36]([CH3:39])([CH3:38])[NH:35][C:34]([CH3:41])([CH3:40])[CH2:33]2)=[CH:27][CH:26]=1. Given the product [CH3:1][O:2][C:3]1[CH:4]=[C:5]2[C:10](=[CH:11][C:12]=1[C:25]1[N:30]=[N:29][C:28]([N:31]([CH3:42])[CH:32]3[CH2:37][C:36]([CH3:38])([CH3:39])[NH:35][C:34]([CH3:41])([CH3:40])[CH2:33]3)=[CH:27][CH:26]=1)[C:9]([C:22]#[N:23])=[N:8][CH:7]=[CH:6]2, predict the reactants needed to synthesize it. (5) The reactants are: C(O[C:6]([N:8]([C:41](OC(C)(C)C)=O)[C:9](=[O:40])[C:10]1[CH:15]=[C:14]([N:16]2[CH2:20][CH2:19][CH2:18][S:17]2(=[O:22])=[O:21])[CH:13]=[CH:12][C:11]=1[C:23]([N:25]1[CH2:30][CH2:29][N:28]([C:31]2[C:36]([CH3:37])=[CH:35][C:34]([CH3:38])=[C:33]([CH3:39])[N:32]=2)[CH2:27][CH2:26]1)=[O:24])=O)(C)(C)C. Given the product [O:22]=[S:17]1(=[O:21])[CH2:18][CH2:19][CH2:20][N:16]1[C:14]1[CH:13]=[CH:12][C:11]([C:23]([N:25]2[CH2:30][CH2:29][N:28]([C:31]3[C:36]([CH3:37])=[CH:35][C:34]([CH3:38])=[C:33]([CH3:39])[N:32]=3)[CH2:27][CH2:26]2)=[O:24])=[C:10]([CH:15]=1)[C:9]([N:8]([CH3:41])[CH3:6])=[O:40], predict the reactants needed to synthesize it. (6) Given the product [Cl:18][CH2:19][CH:20]([C:7]1[CH:9]=[CH:10][C:4]([N+:1]([O-:3])=[O:2])=[CH:5][CH:6]=1)[C:21]([NH2:13])=[O:22], predict the reactants needed to synthesize it. The reactants are: [N+:1]([C:4]1[CH:10]=[CH:9][C:7](N)=[CH:6][CH:5]=1)([O-:3])=[O:2].C([N:13](CC)CC)C.[Cl:18][CH2:19][CH2:20][C:21](Cl)=[O:22].